Predict which catalyst facilitates the given reaction. From a dataset of Catalyst prediction with 721,799 reactions and 888 catalyst types from USPTO. (1) Reactant: [CH2:1]([C:4]1([CH2:7][C:8]([O:10][CH3:11])=[O:9])[CH2:6][CH2:5]1)[CH:2]=[CH2:3].CO.[Br:14]Br.C[O-].[Na+].C(=O)(O)[O-].[Na+]. Product: [CH3:11][O:10][C:8](=[O:9])[CH2:7][C:4]1([CH2:1][CH2:2][CH2:3][Br:14])[CH2:5][CH2:6]1. The catalyst class is: 1. (2) The catalyst class is: 58. Product: [C:7]1([CH2:13][CH2:14][NH:15][CH2:1][CH:27]([O:26][C:17]2[CH:18]=[CH:19][C:20]3[C:25](=[CH:24][CH:23]=[CH:22][CH:21]=3)[CH:16]=2)[CH2:28][CH3:29])[CH:12]=[CH:11][CH:10]=[CH:9][CH:8]=1. Reactant: [C:1](=O)([O-])[O-].[K+].[K+].[C:7]1([CH2:13][CH2:14][NH2:15])[CH:12]=[CH:11][CH:10]=[CH:9][CH:8]=1.[CH:16]1[C:25]2[C:20](=[CH:21][CH:22]=[CH:23][CH:24]=2)[CH:19]=[CH:18][C:17]=1[O:26][CH2:27][CH2:28][CH2:29]CCl. (3) Reactant: C(O[C:4]([C:6]1[N:7]=[CH:8][C:9]([F:15])=[C:10]2[CH:14]=[CH:13][NH:12][C:11]=12)=[O:5])C.[OH-].[K+].[C:18]([C:22]1[CH:42]=[CH:41][C:25]([CH2:26][NH:27][CH2:28][CH2:29][C:30]2[CH:35]=[CH:34][C:33]([Cl:36])=[C:32]([C:37]([F:40])([F:39])[F:38])[CH:31]=2)=[CH:24][CH:23]=1)([CH3:21])([CH3:20])[CH3:19].CN1CCOCC1.CN(C(ON1N=NC2C=CC=CC1=2)=[N+](C)C)C.F[P-](F)(F)(F)(F)F. Product: [C:18]([C:22]1[CH:42]=[CH:41][C:25]([CH2:26][N:27]([CH2:28][CH2:29][C:30]2[CH:35]=[CH:34][C:33]([Cl:36])=[C:32]([C:37]([F:39])([F:40])[F:38])[CH:31]=2)[C:4]([C:6]2[N:7]=[CH:8][C:9]([F:15])=[C:10]3[CH:14]=[CH:13][NH:12][C:11]=23)=[O:5])=[CH:24][CH:23]=1)([CH3:21])([CH3:19])[CH3:20]. The catalyst class is: 1. (4) Reactant: I[CH2:2][CH2:3][CH2:4][N:5]1[CH2:10][CH2:9][N:8]([C:11]([O:13][C:14]([CH3:17])([CH3:16])[CH3:15])=[O:12])[CH2:7][CH2:6]1.[Cl:18][C:19]1[C:24]([O:25][CH3:26])=[CH:23][C:22]([O:27][CH3:28])=[CH:21][C:20]=1[C:29]1[C:40](=[O:41])[NH:39][C:32]2[N:33]=[C:34]([S:37][CH3:38])[N:35]=[CH:36][C:31]=2[CH:30]=1.C([O-])([O-])=O.[K+].[K+]. Product: [Cl:18][C:19]1[C:24]([O:25][CH3:26])=[CH:23][C:22]([O:27][CH3:28])=[CH:21][C:20]=1[C:29]1[C:40](=[O:41])[N:39]([CH2:2][CH2:3][CH2:4][N:5]2[CH2:10][CH2:9][N:8]([C:11]([O:13][C:14]([CH3:17])([CH3:16])[CH3:15])=[O:12])[CH2:7][CH2:6]2)[C:32]2[N:33]=[C:34]([S:37][CH3:38])[N:35]=[CH:36][C:31]=2[CH:30]=1. The catalyst class is: 31.